From a dataset of Full USPTO retrosynthesis dataset with 1.9M reactions from patents (1976-2016). Predict the reactants needed to synthesize the given product. (1) Given the product [F:1][C:2]([F:7])([F:6])[CH2:3][CH2:4][O:5][CH2:9][CH2:10][CH2:11][CH2:12][CH2:13][CH2:14][C:15]([O:17][CH3:18])=[O:16], predict the reactants needed to synthesize it. The reactants are: [F:1][C:2]([F:7])([F:6])[CH2:3][CH2:4][OH:5].O[CH2:9][CH2:10][CH2:11][CH2:12][CH2:13][CH2:14][C:15]([O:17][CH3:18])=[O:16].C1(P(C2C=CC=CC=2)C2C=CC=CC=2)C=CC=CC=1.CC(OC(/N=N/C(OC(C)C)=O)=O)C. (2) Given the product [CH3:4][C:5]1[N:10]=[C:9]([N:11]2[CH2:12][CH2:13][N:14]([CH2:17][CH2:18][C@H:19]3[CH2:20][CH2:21][C@H:22]([NH:25][C:29](=[O:31])[CH3:30])[CH2:23][CH2:24]3)[CH2:15][CH2:16]2)[C:8]2[CH:26]=[CH:27][O:28][C:7]=2[CH:6]=1, predict the reactants needed to synthesize it. The reactants are: Cl.Cl.Cl.[CH3:4][C:5]1[N:10]=[C:9]([N:11]2[CH2:16][CH2:15][N:14]([CH2:17][CH2:18][C@H:19]3[CH2:24][CH2:23][C@H:22]([NH2:25])[CH2:21][CH2:20]3)[CH2:13][CH2:12]2)[C:8]2[CH:26]=[CH:27][O:28][C:7]=2[CH:6]=1.[C:29](O)(=[O:31])[CH3:30]. (3) Given the product [Cl:1][C:2]1[CH:11]=[CH:10][C:5]([C:6]([OH:8])=[O:7])=[C:4]([NH:12][C:13]([C:15]2[S:16][CH:17]=[CH:18][C:19]=2[Cl:20])=[O:14])[CH:3]=1, predict the reactants needed to synthesize it. The reactants are: [Cl:1][C:2]1[CH:11]=[CH:10][C:5]([C:6]([O:8]C)=[O:7])=[C:4]([NH:12][C:13]([C:15]2[S:16][CH:17]=[CH:18][C:19]=2[Cl:20])=[O:14])[CH:3]=1.[OH-].[Na+]. (4) Given the product [NH2:11][C:12]1[C:26]([O:4][CH:5]2[CH2:35][CH2:34]2)=[CH:27][CH:28]=[CH:23][C:13]=1[C:14]([N:15]([O:37][CH3:36])[CH3:17])=[O:18], predict the reactants needed to synthesize it. The reactants are: Cl.CN[O:4][CH3:5].Cl.C(N=C=[N:11][CH2:12][CH2:13][CH2:14][N:15]([CH3:17])C)C.[OH2:18].ON1C2C=[CH:26][CH:27]=[CH:28][C:23]=2N=N1.C(N([CH2:34][CH3:35])CC)C.[C:36](O)(C(F)(F)F)=[O:37]. (5) Given the product [Cl:1][C:2]1[CH:25]=[CH:24][C:5]([CH2:6][N:7]2[C:15]3[C:10](=[CH:11][C:12](/[CH:16]=[C:17]4/[C:18](=[O:23])[N:19]([CH2:40][C@H:32]5[O:31][CH2:30][C@@H:35]6[CH2:36][O:37][CH2:38][CH2:39][N:34]6[CH2:33]5)[C:20](=[O:22])[S:21]/4)=[CH:13][CH:14]=3)[CH:9]=[N:8]2)=[C:4]([C:26]([F:27])([F:29])[F:28])[CH:3]=1, predict the reactants needed to synthesize it. The reactants are: [Cl:1][C:2]1[CH:25]=[CH:24][C:5]([CH2:6][N:7]2[C:15]3[C:10](=[CH:11][C:12](/[CH:16]=[C:17]4/[C:18](=[O:23])[NH:19][C:20](=[O:22])[S:21]/4)=[CH:13][CH:14]=3)[CH:9]=[N:8]2)=[C:4]([C:26]([F:29])([F:28])[F:27])[CH:3]=1.[CH2:30]1[C@@H:35]2[CH2:36][O:37][CH2:38][CH2:39][N:34]2[CH2:33][C@@H:32]([CH2:40]O)[O:31]1. (6) The reactants are: [ClH:1].CCOC(C)=O.C(OC([N:15]1[CH2:18][CH:17]([NH:19][C:20]2[CH:29]=[C:28]3[C:23]([CH2:24][CH2:25][C:26]4[N:27]3[CH:30]([CH3:35])[C:31](=[O:34])[NH:32][N:33]=4)=[CH:22][CH:21]=2)[CH2:16]1)=O)(C)(C)C. Given the product [ClH:1].[NH:15]1[CH2:16][CH:17]([NH:19][C:20]2[CH:29]=[C:28]3[C:23]([CH2:24][CH2:25][C:26]4[N:27]3[CH:30]([CH3:35])[C:31](=[O:34])[NH:32][N:33]=4)=[CH:22][CH:21]=2)[CH2:18]1, predict the reactants needed to synthesize it. (7) The reactants are: [Br:1][C:2]1[CH:3]=[CH:4][C:5]([N+:15]([O-])=O)=[C:6]([CH:14]=1)[O:7][C@H:8]([CH3:13])[C:9](OC)=[O:10]. Given the product [Br:1][C:2]1[CH:3]=[CH:4][C:5]2[NH:15][C:9](=[O:10])[C@@H:8]([CH3:13])[O:7][C:6]=2[CH:14]=1, predict the reactants needed to synthesize it.